Dataset: Catalyst prediction with 721,799 reactions and 888 catalyst types from USPTO. Task: Predict which catalyst facilitates the given reaction. (1) Reactant: [CH2:1]([O:3][C:4]1[CH:5]=[C:6]2[C:11](=[CH:12][CH:13]=1)[N:10]=[C:9]([NH:14][CH2:15][CH3:16])[C:8]([CH2:17]O)=[CH:7]2)[CH3:2].O=S(Cl)[Cl:21]. Product: [ClH:21].[Cl:21][CH2:17][C:8]1[C:9]([NH:14][CH2:15][CH3:16])=[N:10][C:11]2[C:6]([CH:7]=1)=[CH:5][C:4]([O:3][CH2:1][CH3:2])=[CH:13][CH:12]=2. The catalyst class is: 2. (2) Reactant: [Cl:1][C:2]1[C:11]([C:12]([C:15]#[N:16])([CH3:14])[CH3:13])=[CH:10][CH:9]=[CH:8][C:3]=1[C:4]([O:6]C)=[O:5].CO.O.[OH-].[Li+]. Product: [Cl:1][C:2]1[C:11]([C:12]([C:15]#[N:16])([CH3:14])[CH3:13])=[CH:10][CH:9]=[CH:8][C:3]=1[C:4]([OH:6])=[O:5]. The catalyst class is: 7. (3) Reactant: Br[C:2]1[CH:7]=[CH:6][CH:5]=[CH:4][N:3]=1.CCCCCC.C([Li])CCC.[Cl:19][C:20]1[CH:27]=[C:26]([N+:28]([O-:30])=[O:29])[CH:25]=[CH:24][C:21]=1[CH:22]=[O:23].O. Product: [Cl:19][C:20]1[CH:27]=[C:26]([N+:28]([O-:30])=[O:29])[CH:25]=[CH:24][C:21]=1[CH:22]([C:2]1[CH:7]=[CH:6][CH:5]=[CH:4][N:3]=1)[OH:23]. The catalyst class is: 469. (4) Reactant: O1[C:5]2([CH2:10][CH2:9][N:8]([C:11]3[CH:16]=[CH:15][C:14](/[CH:17]=[CH:18]/[C:19]([OH:21])=[O:20])=[CH:13][CH:12]=3)[CH2:7][CH2:6]2)OCC1.[NH2:22][CH2:23][C@@H:24]([C:26]1[CH:27]=[CH:28][C:29]([OH:37])=[C:30]([NH:32][S:33]([CH3:36])(=[O:35])=[O:34])[CH:31]=1)[OH:25].C(O)(=O)C. Product: [OH:25][C@H:24]([C:26]1[CH:27]=[CH:28][C:29]([OH:37])=[C:30]([NH:32][S:33]([CH3:36])(=[O:35])=[O:34])[CH:31]=1)[CH2:23][NH:22][CH:5]1[CH2:6][CH2:7][N:8]([C:11]2[CH:12]=[CH:13][C:14]([CH2:17][CH2:18][C:19]([OH:21])=[O:20])=[CH:15][CH:16]=2)[CH2:9][CH2:10]1. The catalyst class is: 19. (5) Reactant: [Br:1][C:2]1[CH:7]=[CH:6][C:5]([CH:8]([OH:14])[CH2:9][NH:10][CH2:11][CH2:12][OH:13])=[CH:4][C:3]=1[F:15].[CH3:16][C:17]([O:20][C:21](O[C:21]([O:20][C:17]([CH3:19])([CH3:18])[CH3:16])=[O:22])=[O:22])([CH3:19])[CH3:18].O. Product: [C:17]([O:20][C:21](=[O:22])[N:10]([CH2:9][CH:8]([C:5]1[CH:6]=[CH:7][C:2]([Br:1])=[C:3]([F:15])[CH:4]=1)[OH:14])[CH2:11][CH2:12][OH:13])([CH3:19])([CH3:18])[CH3:16]. The catalyst class is: 4. (6) The catalyst class is: 275. Reactant: [C:1]([O:5][C:6]([N:8]1[CH2:13][CH2:12][CH2:11][CH2:10][CH:9]1[CH2:14][CH2:15][N:16]1[C:25]2[CH:24]=[CH:23][C:22]([Cl:26])=[CH:21][C:20]=2[C:19]2=[N:27][N:28](C3CCCCO3)[C:29]([CH3:30])=[C:18]2[C:17]1=[O:37])=[O:7])([CH3:4])([CH3:3])[CH3:2].Cl.CCN(CC)CC. Product: [C:1]([O:5][C:6]([N:8]1[CH2:13][CH2:12][CH2:11][CH2:10][CH:9]1[CH2:14][CH2:15][N:16]1[C:25]2[CH:24]=[CH:23][C:22]([Cl:26])=[CH:21][C:20]=2[C:19]2=[N:27][NH:28][C:29]([CH3:30])=[C:18]2[C:17]1=[O:37])=[O:7])([CH3:3])([CH3:4])[CH3:2]. (7) Reactant: CN(C)C=O.P(Cl)(Cl)(Cl)=O.[Cl:11][C:12]1[N:17]=[C:16]([C:18](=[NH:22])[NH:19][C:20]#[N:21])[CH:15]=[CH:14][N:13]=1.[CH2:23](Cl)[Cl:24]. Product: [Cl:24][C:23]1[N:22]=[C:18]([C:16]2[CH:15]=[CH:14][N:13]=[C:12]([Cl:11])[N:17]=2)[N:19]=[CH:20][N:21]=1. The catalyst class is: 10.